This data is from Full USPTO retrosynthesis dataset with 1.9M reactions from patents (1976-2016). The task is: Predict the reactants needed to synthesize the given product. Given the product [OH:23][C@H:13]1[C@@H:12]([OH:24])[C@H:11]([N:8]2[CH:7]=[N:6][C:5]3[C:9]2=[N:10][C:2]([N:42]2[CH:43]=[C:39]([N+:36]([O-:38])=[O:37])[N:40]=[CH:41]2)=[N:3][C:4]=3[NH:25][C@H:26]([CH2:34][OH:35])[CH2:27][C:28]2[CH:33]=[CH:32][CH:31]=[CH:30][CH:29]=2)[CH2:15][C@@H:14]1[N:16]1[C:20](=[O:21])[CH2:19][NH:18][C:17]1=[O:22], predict the reactants needed to synthesize it. The reactants are: Cl[C:2]1[N:10]=[C:9]2[C:5]([N:6]=[CH:7][N:8]2[C@@H:11]2[CH2:15][C@H:14]([N:16]3[C:20](=[O:21])[CH2:19][NH:18][C:17]3=[O:22])[C@@H:13]([OH:23])[C@H:12]2[OH:24])=[C:4]([NH:25][C@H:26]([CH2:34][OH:35])[CH2:27][C:28]2[CH:33]=[CH:32][CH:31]=[CH:30][CH:29]=2)[N:3]=1.[N+:36]([C:39]1[N:40]=[CH:41][NH:42][CH:43]=1)([O-:38])=[O:37].C1(C(C2C=CC=CC=2)CNC2N=C(N3C=C([N+]([O-])=O)C=N3)N=C3C=2N=CN3[C@@H]2C[C@H](NC(=O)CO)[C@@H](O)[C@H]2O)C=CC=CC=1.